Dataset: Forward reaction prediction with 1.9M reactions from USPTO patents (1976-2016). Task: Predict the product of the given reaction. (1) Given the reactants [F:1][C:2]1([F:33])[CH2:7][CH2:6][CH:5]([NH:8][C:9]([C:11]2[C:15]([CH2:16][OH:17])=[C:14]([C:18]3[CH:23]=[CH:22][C:21]([OH:24])=[CH:20][CH:19]=3)[N:13]([C:25]3[CH:30]=[CH:29][C:28]([Cl:31])=[CH:27][C:26]=3[Cl:32])[N:12]=2)=[O:10])[CH2:4][CH2:3]1.C(N(CC)CC)C.[CH2:41]([S:44](Cl)(=[O:46])=[O:45])[CH2:42][CH3:43].O, predict the reaction product. The product is: [Cl:32][C:26]1[CH:27]=[C:28]([Cl:31])[CH:29]=[CH:30][C:25]=1[N:13]1[C:14]([C:18]2[CH:19]=[CH:20][C:21]([O:24][S:44]([CH2:41][CH2:42][CH3:43])(=[O:46])=[O:45])=[CH:22][CH:23]=2)=[C:15]([CH2:16][OH:17])[C:11]([C:9](=[O:10])[NH:8][CH:5]2[CH2:6][CH2:7][C:2]([F:1])([F:33])[CH2:3][CH2:4]2)=[N:12]1. (2) Given the reactants [C:1]1([CH3:22])[CH:6]=[C:5]([CH3:7])[CH:4]=[C:3]([CH3:8])[C:2]=1[N:9]=[CH:10][CH:11]=[N:12][C:13]1[C:18]([CH3:19])=[CH:17][C:16]([CH3:20])=[CH:15][C:14]=1[CH3:21].[CH2:23]([Li])[CH2:24][CH2:25][CH3:26].[CH3:28][CH2:29][CH2:30][CH2:31]CC.C(OCC)C, predict the reaction product. The product is: [C:1]1([CH3:22])[CH:6]=[C:5]([CH3:7])[CH:4]=[C:3]([CH3:8])[C:2]=1[NH:9][CH:10]([CH:11]([NH:12][C:13]1[C:14]([CH3:21])=[CH:15][C:16]([CH3:20])=[CH:17][C:18]=1[CH3:19])[CH2:28][CH2:29][CH2:30][CH3:31])[CH2:23][CH2:24][CH2:25][CH3:26]. (3) Given the reactants [Cl:1][C:2]1[CH:43]=[CH:42][C:5]2[N:6](CC3C=CC(OC)=CC=3)[C:7](=[O:32])[CH:8]([CH2:21][C:22]3[CH:31]=[CH:30][C:29]4[C:24](=[CH:25][CH:26]=[CH:27][CH:28]=4)[CH:23]=3)[N:9]=[C:10]([N:11]3[CH2:20][CH2:19][C:14]4(OCC[O:15]4)[CH2:13][CH2:12]3)[C:4]=2[CH:3]=1.Cl, predict the reaction product. The product is: [Cl:1][C:2]1[CH:43]=[CH:42][C:5]2[NH:6][C:7](=[O:32])[CH:8]([CH2:21][C:22]3[CH:31]=[CH:30][C:29]4[C:24](=[CH:25][CH:26]=[CH:27][CH:28]=4)[CH:23]=3)[N:9]=[C:10]([N:11]3[CH2:12][CH2:13][C:14](=[O:15])[CH2:19][CH2:20]3)[C:4]=2[CH:3]=1. (4) Given the reactants [Br:1][C:2]1[CH:10]=[CH:9][CH:8]=[C:7]([Si:11]([CH3:14])([CH3:13])[CH3:12])[C:3]=1[C:4](Cl)=[O:5].[CH2:15]([NH2:17])[CH3:16], predict the reaction product. The product is: [Br:1][C:2]1[CH:10]=[CH:9][CH:8]=[C:7]([Si:11]([CH3:14])([CH3:13])[CH3:12])[C:3]=1[C:4]([NH:17][CH2:15][CH3:16])=[O:5]. (5) Given the reactants O.C1(C)C=CC(C([C@](C(O)=O)(O)[C@](C(C2C=CC(C)=CC=2)=O)(O)C(O)=O)=O)=CC=1.[CH2:30]([N:33]1[C:37]([CH2:38][S:39]([C:41]2[CH:47]=[CH:46][C:44]([NH2:45])=[CH:43][CH:42]=2)=[O:40])=[CH:36][N:35]=[CH:34]1)[CH2:31][CH3:32], predict the reaction product. The product is: [CH2:30]([N:33]1[C:37]([CH2:38][S:39]([C:41]2[CH:42]=[CH:43][C:44]([NH2:45])=[CH:46][CH:47]=2)=[O:40])=[CH:36][N:35]=[CH:34]1)[CH2:31][CH3:32]. (6) Given the reactants [CH:1]1([NH2:5])[CH2:4][CH2:3][CH2:2]1.[CH2:6]([O:13][CH2:14][CH:15]=O)[C:7]1[CH:12]=[CH:11][CH:10]=[CH:9][CH:8]=1.[BH4-].[Na+], predict the reaction product. The product is: [CH2:6]([O:13][CH2:14][CH2:15][NH:5][CH:1]1[CH2:4][CH2:3][CH2:2]1)[C:7]1[CH:12]=[CH:11][CH:10]=[CH:9][CH:8]=1. (7) Given the reactants [Cl:1][C:2]1[CH:3]=[C:4]([C:8]2[N:12]=[C:11]([NH2:13])[NH:10][N:9]=2)[CH:5]=[CH:6][CH:7]=1.C([N:17]1[C:25]2[C:20](=[CH:21][C:22]([C:26](=O)[CH2:27][C:28](OCC)=[O:29])=[CH:23][CH:24]=2)[CH:19]=[N:18]1)(=O)C.CC1C=CC(S(O)(=O)=O)=CC=1, predict the reaction product. The product is: [Cl:1][C:2]1[CH:3]=[C:4]([C:8]2[N:12]=[C:11]3[NH:13][C:26]([C:22]4[CH:21]=[C:20]5[C:25](=[CH:24][CH:23]=4)[NH:17][N:18]=[CH:19]5)=[CH:27][C:28](=[O:29])[N:10]3[N:9]=2)[CH:5]=[CH:6][CH:7]=1.